From a dataset of Catalyst prediction with 721,799 reactions and 888 catalyst types from USPTO. Predict which catalyst facilitates the given reaction. (1) Reactant: [Cl:1][C:2]1[N:3]=[C:4]([N:13]2[CH2:18][CH2:17][O:16][CH2:15][CH2:14]2)[C:5]2[S:10][C:9]([CH:11]=O)=[CH:8][C:6]=2[N:7]=1.[CH3:19][N:20]1[CH2:25][CH2:24][NH:23][CH2:22][CH2:21]1.C(O)(=O)C.C(O[BH-](OC(=O)C)OC(=O)C)(=O)C.[Na+]. Product: [Cl:1][C:2]1[N:3]=[C:4]([N:13]2[CH2:18][CH2:17][O:16][CH2:15][CH2:14]2)[C:5]2[S:10][C:9]([CH2:11][N:23]3[CH2:24][CH2:25][N:20]([CH3:19])[CH2:21][CH2:22]3)=[CH:8][C:6]=2[N:7]=1. The catalyst class is: 417. (2) Reactant: [CH3:1][O:2][C:3]1[CH:8]=[CH:7][C:6](B(O)O)=[CH:5][N:4]=1.[Cl:12][C:13]1[CH:18]=[C:17](Cl)[N:16]=[C:15]([S:20][CH3:21])[N:14]=1.C([O-])([O-])=O.[Cs+].[Cs+]. Product: [Cl:12][C:13]1[CH:18]=[C:17]([C:6]2[CH:5]=[N:4][C:3]([O:2][CH3:1])=[CH:8][CH:7]=2)[N:16]=[C:15]([S:20][CH3:21])[N:14]=1. The catalyst class is: 108. (3) The catalyst class is: 3. Reactant: [CH3:1][O:2][C:3]1[C:8]([O:9][CH3:10])=[CH:7][N:6]=[C:5]([N:11]2[C:16](=[O:17])[NH:15][C:14]3[CH:18]=[CH:19][CH:20]=[CH:21][C:13]=3[S:12]2(=[O:23])=[O:22])[N:4]=1.[F:24][C:25]1[CH:32]=[C:31]([F:33])[CH:30]=[C:29]([F:34])[C:26]=1[CH2:27]Br.C([O-])([O-])=O.[K+].[K+].COC1C(C)=CC(N2C(=O)N(CC3C(F)=CC(F)=CC=3F)C3C=CC=CC=3S2(=O)=O)=CC=1C. Product: [CH3:1][O:2][C:3]1[C:8]([O:9][CH3:10])=[CH:7][N:6]=[C:5]([N:11]2[C:16](=[O:17])[N:15]([CH2:27][C:26]3[C:25]([F:24])=[CH:32][C:31]([F:33])=[CH:30][C:29]=3[F:34])[C:14]3[CH:18]=[CH:19][CH:20]=[CH:21][C:13]=3[S:12]2(=[O:23])=[O:22])[N:4]=1. (4) Reactant: Cl[C:2]1[CH:7]=[C:6]([CH2:8][OH:9])[C:5]([C:10]([F:13])([F:12])[F:11])=[CH:4][N:3]=1.CC1(C)OB([C:20]2[CH:21]=[N:22][C:23]([C:26]([F:29])([F:28])[F:27])=[N:24][CH:25]=2)OC1(C)C.C([O-])([O-])=O.[K+].[K+]. Product: [F:11][C:10]([F:13])([F:12])[C:5]1[C:6]([CH2:8][OH:9])=[CH:7][C:2]([C:20]2[CH:21]=[N:22][C:23]([C:26]([F:29])([F:28])[F:27])=[N:24][CH:25]=2)=[N:3][CH:4]=1. The catalyst class is: 294. (5) Reactant: [NH2:1][C:2]1[CH:19]=[CH:18][C:5]2[N:6]=[C:7]([NH:9][C:10](=[O:17])[C:11]3[CH:16]=[CH:15][CH:14]=[CH:13][CH:12]=3)[S:8][C:4]=2[CH:3]=1.Cl[C:21]1[N:29]=[CH:28][N:27]=[C:26]2[C:22]=1[NH:23][CH:24]=[N:25]2. Product: [N:29]1[C:21]([NH:1][C:2]2[CH:19]=[CH:18][C:5]3[N:6]=[C:7]([NH:9][C:10](=[O:17])[C:11]4[CH:16]=[CH:15][CH:14]=[CH:13][CH:12]=4)[S:8][C:4]=3[CH:3]=2)=[C:22]2[C:26]([N:25]=[CH:24][NH:23]2)=[N:27][CH:28]=1. The catalyst class is: 8.